From a dataset of Peptide-MHC class I binding affinity with 185,985 pairs from IEDB/IMGT. Regression. Given a peptide amino acid sequence and an MHC pseudo amino acid sequence, predict their binding affinity value. This is MHC class I binding data. (1) The peptide sequence is VTSSVSSGY. The MHC is HLA-A02:03 with pseudo-sequence HLA-A02:03. The binding affinity (normalized) is 0.0847. (2) The peptide sequence is ISPRNYFTF. The MHC is HLA-C04:01 with pseudo-sequence HLA-C04:01. The binding affinity (normalized) is 0.0847. (3) The peptide sequence is DTFGVIDTM. The MHC is HLA-B58:01 with pseudo-sequence HLA-B58:01. The binding affinity (normalized) is 0.0847. (4) The peptide sequence is FKTTVNSLI. The MHC is Mamu-B17 with pseudo-sequence Mamu-B17. The binding affinity (normalized) is 0.267. (5) The peptide sequence is IVQLPKRGV. The MHC is HLA-A02:01 with pseudo-sequence HLA-A02:01. The binding affinity (normalized) is 0.110. (6) The peptide sequence is VSEKYTDMY. The MHC is HLA-B15:01 with pseudo-sequence HLA-B15:01. The binding affinity (normalized) is 0.0847. (7) The peptide sequence is MAVHCMNFK. The MHC is HLA-A68:01 with pseudo-sequence HLA-A68:01. The binding affinity (normalized) is 0.542. (8) The peptide sequence is LMTAISQGI. The MHC is HLA-A30:01 with pseudo-sequence HLA-A30:01. The binding affinity (normalized) is 0.0893.